This data is from hERG channel blocking data for cardiac toxicity assessment. The task is: Regression/Classification. Given a drug SMILES string, predict its toxicity properties. Task type varies by dataset: regression for continuous values (e.g., LD50, hERG inhibition percentage) or binary classification for toxic/non-toxic outcomes (e.g., AMES mutagenicity, cardiotoxicity, hepatotoxicity). Dataset: herg. (1) The molecule is O=C1NC[C@@H](c2ccc(F)cc2)C12CCN(C1(c3ccc(F)cc3)CCCCC1)CC2. The result is 1 (blocker). (2) The compound is COc1ccc(CC[NH+]2CCC(Nc3nc4ccccc4n3Cc3ccc(F)cc3)CC2)cc1. The result is 1 (blocker). (3) The molecule is O=C([O-])C1=C[N+](C2CC2)=C2C=C(N3CC[NH2+]CC3)C(F)=C[C@H]2C1=O. The result is 0 (non-blocker).